This data is from NCI-60 drug combinations with 297,098 pairs across 59 cell lines. The task is: Regression. Given two drug SMILES strings and cell line genomic features, predict the synergy score measuring deviation from expected non-interaction effect. (1) Drug 1: COC1=C(C=C2C(=C1)N=CN=C2NC3=CC(=C(C=C3)F)Cl)OCCCN4CCOCC4. Drug 2: C1=NC2=C(N1)C(=S)N=CN2. Cell line: HL-60(TB). Synergy scores: CSS=45.2, Synergy_ZIP=7.18, Synergy_Bliss=9.65, Synergy_Loewe=10.1, Synergy_HSA=10.4. (2) Drug 1: C1C(C(OC1N2C=C(C(=O)NC2=O)F)CO)O. Drug 2: C(CN)CNCCSP(=O)(O)O. Cell line: SR. Synergy scores: CSS=44.3, Synergy_ZIP=-1.01, Synergy_Bliss=-1.08, Synergy_Loewe=-55.0, Synergy_HSA=-0.551. (3) Drug 1: CC1=C(N=C(N=C1N)C(CC(=O)N)NCC(C(=O)N)N)C(=O)NC(C(C2=CN=CN2)OC3C(C(C(C(O3)CO)O)O)OC4C(C(C(C(O4)CO)O)OC(=O)N)O)C(=O)NC(C)C(C(C)C(=O)NC(C(C)O)C(=O)NCCC5=NC(=CS5)C6=NC(=CS6)C(=O)NCCC[S+](C)C)O. Drug 2: C1CNP(=O)(OC1)N(CCCl)CCCl. Cell line: NCI-H522. Synergy scores: CSS=22.1, Synergy_ZIP=-0.331, Synergy_Bliss=-0.258, Synergy_Loewe=-12.7, Synergy_HSA=1.28. (4) Drug 1: CNC(=O)C1=NC=CC(=C1)OC2=CC=C(C=C2)NC(=O)NC3=CC(=C(C=C3)Cl)C(F)(F)F. Drug 2: CC(C)CN1C=NC2=C1C3=CC=CC=C3N=C2N. Cell line: HOP-92. Synergy scores: CSS=5.21, Synergy_ZIP=-2.13, Synergy_Bliss=-3.59, Synergy_Loewe=-2.25, Synergy_HSA=-2.15. (5) Drug 1: C1=CC(=CC=C1C#N)C(C2=CC=C(C=C2)C#N)N3C=NC=N3. Drug 2: C1CCC(C(C1)N)N.C(=O)(C(=O)[O-])[O-].[Pt+4]. Cell line: BT-549. Synergy scores: CSS=10.4, Synergy_ZIP=0.278, Synergy_Bliss=-2.32, Synergy_Loewe=-3.78, Synergy_HSA=-2.22. (6) Drug 1: C1CN1C2=NC(=NC(=N2)N3CC3)N4CC4. Drug 2: CC1C(C(CC(O1)OC2CC(OC(C2O)C)OC3=CC4=CC5=C(C(=O)C(C(C5)C(C(=O)C(C(C)O)O)OC)OC6CC(C(C(O6)C)O)OC7CC(C(C(O7)C)O)OC8CC(C(C(O8)C)O)(C)O)C(=C4C(=C3C)O)O)O)O. Cell line: NCI-H522. Synergy scores: CSS=26.9, Synergy_ZIP=-3.59, Synergy_Bliss=-2.14, Synergy_Loewe=-3.70, Synergy_HSA=-2.03. (7) Drug 1: CC1C(C(=O)NC(C(=O)N2CCCC2C(=O)N(CC(=O)N(C(C(=O)O1)C(C)C)C)C)C(C)C)NC(=O)C3=C4C(=C(C=C3)C)OC5=C(C(=O)C(=C(C5=N4)C(=O)NC6C(OC(=O)C(N(C(=O)CN(C(=O)C7CCCN7C(=O)C(NC6=O)C(C)C)C)C)C(C)C)C)N)C. Drug 2: CCC1(CC2CC(C3=C(CCN(C2)C1)C4=CC=CC=C4N3)(C5=C(C=C6C(=C5)C78CCN9C7C(C=CC9)(C(C(C8N6C=O)(C(=O)OC)O)OC(=O)C)CC)OC)C(=O)OC)O.OS(=O)(=O)O. Cell line: HCT-15. Synergy scores: CSS=-4.98, Synergy_ZIP=3.05, Synergy_Bliss=6.23, Synergy_Loewe=-8.06, Synergy_HSA=-6.81. (8) Drug 1: CCCS(=O)(=O)NC1=C(C(=C(C=C1)F)C(=O)C2=CNC3=C2C=C(C=N3)C4=CC=C(C=C4)Cl)F. Drug 2: CC1=C(C=C(C=C1)C(=O)NC2=CC(=CC(=C2)C(F)(F)F)N3C=C(N=C3)C)NC4=NC=CC(=N4)C5=CN=CC=C5. Cell line: NCI/ADR-RES. Synergy scores: CSS=-0.766, Synergy_ZIP=2.32, Synergy_Bliss=3.43, Synergy_Loewe=2.70, Synergy_HSA=1.43. (9) Drug 1: CC1=C2C(C(=O)C3(C(CC4C(C3C(C(C2(C)C)(CC1OC(=O)C(C(C5=CC=CC=C5)NC(=O)OC(C)(C)C)O)O)OC(=O)C6=CC=CC=C6)(CO4)OC(=O)C)OC)C)OC. Cell line: MCF7. Synergy scores: CSS=32.4, Synergy_ZIP=1.80, Synergy_Bliss=3.05, Synergy_Loewe=-19.3, Synergy_HSA=4.70. Drug 2: C1=CN(C=N1)CC(O)(P(=O)(O)O)P(=O)(O)O. (10) Drug 1: C1CCC(CC1)NC(=O)N(CCCl)N=O. Drug 2: CC12CCC3C(C1CCC2OP(=O)(O)O)CCC4=C3C=CC(=C4)OC(=O)N(CCCl)CCCl.[Na+]. Cell line: SF-539. Synergy scores: CSS=1.06, Synergy_ZIP=-10.5, Synergy_Bliss=-17.6, Synergy_Loewe=-27.5, Synergy_HSA=-17.2.